Dataset: Reaction yield outcomes from USPTO patents with 853,638 reactions. Task: Predict the reaction yield, written as a fraction of the theoretical maximum amount of product (1.0 means a 100% yield; for example, 0.34 means a 34% yield). The reactants are C[Al](C)C.[CH:5]1([CH2:8][NH:9][CH2:10][CH2:11][CH3:12])[CH2:7][CH2:6]1.C(O[C:16]([C:18]1[N:22]2[CH2:23][CH2:24][N:25]([C:26]3[C:31]([CH3:32])=[CH:30][C:29]([CH3:33])=[CH:28][C:27]=3[CH3:34])[C:21]2=[N:20][C:19]=1[CH3:35])=[O:17])C.[OH-].[Na+]. The catalyst is C1C=CC=CC=1. The product is [CH:5]1([CH2:8][N:9]([CH2:10][CH2:11][CH3:12])[C:16]([C:18]2[N:22]3[CH2:23][CH2:24][N:25]([C:26]4[C:27]([CH3:34])=[CH:28][C:29]([CH3:33])=[CH:30][C:31]=4[CH3:32])[C:21]3=[N:20][C:19]=2[CH3:35])=[O:17])[CH2:7][CH2:6]1. The yield is 1.00.